From a dataset of Full USPTO retrosynthesis dataset with 1.9M reactions from patents (1976-2016). Predict the reactants needed to synthesize the given product. Given the product [ClH:35].[F:1][C:2]1[C:3]([F:34])=[CH:4][C:5]2[O:33][CH2:32][C:8]3([C:16]4[C:11](=[CH:12][CH:13]=[CH:14][CH:15]=4)[N:10]([CH2:17][CH:18]4[CH2:19][CH2:20][NH:21][CH2:22][CH2:23]4)[C:9]3=[O:31])[C:6]=2[CH:7]=1, predict the reactants needed to synthesize it. The reactants are: [F:1][C:2]1[C:3]([F:34])=[CH:4][C:5]2[O:33][CH2:32][C:8]3([C:16]4[C:11](=[CH:12][CH:13]=[CH:14][CH:15]=4)[N:10]([CH2:17][CH:18]4[CH2:23][CH2:22][N:21](C(OC(C)(C)C)=O)[CH2:20][CH2:19]4)[C:9]3=[O:31])[C:6]=2[CH:7]=1.[ClH:35].O1CCOCC1.